From a dataset of Forward reaction prediction with 1.9M reactions from USPTO patents (1976-2016). Predict the product of the given reaction. (1) Given the reactants [C:1]1([CH2:7][C:8]([NH:10][NH2:11])=O)[CH:6]=[CH:5][CH:4]=[CH:3][CH:2]=1.CO[C:14]1[CH2:15][CH2:16][CH2:17][CH2:18][CH2:19][CH2:20][N:21]=1, predict the reaction product. The product is: [CH2:7]([C:8]1[N:21]2[CH2:20][CH2:19][CH2:18][CH2:17][CH2:16][CH2:15][C:14]2=[N:11][N:10]=1)[C:1]1[CH:6]=[CH:5][CH:4]=[CH:3][CH:2]=1. (2) Given the reactants [C:1](Cl)(=[O:8])[C:2]1[CH:7]=[CH:6][CH:5]=[CH:4][CH:3]=1.[CH2:10]([O:17][C:18]1[CH:23]=[CH:22][C:21](O)=[CH:20][CH:19]=1)[C:11]1[CH:16]=[CH:15][CH:14]=[CH:13][CH:12]=1.C(N(CC)CC)C.[O:32]1CCCC1, predict the reaction product. The product is: [C:1]([O:8][C:21]1[CH:22]=[CH:23][C:18]([O:17][CH2:10][C:11]2[CH:16]=[CH:15][CH:14]=[CH:13][CH:12]=2)=[CH:19][CH:20]=1)(=[O:32])[C:2]1[CH:7]=[CH:6][CH:5]=[CH:4][CH:3]=1. (3) Given the reactants [Br:1][C:2]1[S:6][C:5]([C:7]([OH:10])([CH3:9])[CH3:8])=[CH:4][CH:3]=1.N1C=CN=C1.[CH3:16][Si:17](Cl)([CH3:19])[CH3:18].C([O-])(O)=O.[Na+], predict the reaction product. The product is: [Br:1][C:2]1[S:6][C:5]([C:7]([O:10][Si:17]([CH3:19])([CH3:18])[CH3:16])([CH3:9])[CH3:8])=[CH:4][CH:3]=1. (4) Given the reactants [CH:1]([N:3]1[C:10]2[N:6]([N:7]=[CH:8][C:9]=2/[CH:11]=[CH:12]/[C:13]([O:15][CH2:16][CH3:17])=[O:14])[CH2:5][CH2:4]1)=[O:2], predict the reaction product. The product is: [CH:1]([N:3]1[C:10]2[N:6]([N:7]=[CH:8][C:9]=2[CH2:11][CH2:12][C:13]([O:15][CH2:16][CH3:17])=[O:14])[CH2:5][CH2:4]1)=[O:2].